From a dataset of Drug-target binding data from BindingDB using IC50 measurements. Regression. Given a target protein amino acid sequence and a drug SMILES string, predict the binding affinity score between them. We predict pIC50 (pIC50 = -log10(IC50 in M); higher means more potent). Dataset: bindingdb_ic50. (1) The compound is CCOc1ccccc1/C=C(\CC(=O)[O-])c1nc2ccccc2s1. The target protein sequence is MLAPGSSRVELFKRQSSKVPFEKDGKVTERVVHSFRLPALVNVDGVMVAIADARYETSNDNSLIDTVAKYSVDDGETWETQIAIKNSRASSVSRVVDPTVIVKGNKLYVLVGSYNSSRSYWTSHGDARDWDILLAVGEVTKSTAGGKITASIKWGSPVSLKEFFPAEMEGMHTNQFLGGAGVAIVASNGNLVYPVQVTNKKKQVFSKIFYSEDEGKTWKFGKGRSAFGCSEPVALEWEGKLIINTRVDYRRRLVYESSDMGNSWLEAVGTLSRVWGPSPKSNQPGSQSSFTAVTIEGMRVMLFTHPLNFKGRWLRDRLNLWLTDNQRIYNVGQVSIGDENSAYSSVLYKDDKLYCLHEINSNEVYSLVFARLVGELRIIKSVLQSWKNWDSHLSSICTPADPAASSSERGCGPAVTTVGLVGFLSHSATKTEWEDAYRCVNASTANAERVPNGLKFAGVGGGALWPVSQQGQNQRYRFANHAFTVVASVTIHEVPSVASP.... The pIC50 is 3.8. (2) The drug is Cc1ccccc1C=Cc1cc(O)c2ccccc2n1. The target protein sequence is MLRHSCLREKGNLIGGSLLRGISAQLRAAGGGTFRSFHSYRSFCSFCIFRRANKADANWYGCFPGHVAGGATCGPLRGDCAERHKLMAHVRRFSGESTRAKGGDKREGDIEGNRTNGSDKTKQLEEEMKKLNEQIAREKGNHKKALLFIFTCVVALYMYFESYDPEFFLYDVFLKMLLKYVDGETCHELFLLMGKYKLLPYDTGKDNIYSCSEIKGLNFINPFGVAAGFDKNGVCIDGILKLGFSFIEIGTITPKAQKGNERPRIFRDLETRSIINSCGFNNMGCDEVCKNLKRFRERQKTDKLLQRHLVGVSLGKNKDSPDILQDLSYCIGKIGRYADYIAINVSSPNTPGLRDHQKGERLHGIIQRVKEEVAKLDGGGAPLGGATTGGAAMGGATTGEAVVGKAPPDEAATGGEPWANTTKRRPLIFVKLAPDLEEGERKSIANVLLNAEVDGMIICNTTTQKFNIKSFEDKKGGVSGEKLKGVSTHMISQMYNYTNG.... The pIC50 is 5.2. (3) The small molecule is CCC(CC)Nc1cc(C(=O)O)ccc1N1C(=O)CCC1(CO)CO. The target protein (P0DOF6) has sequence MNPNQKIITIGSVSLTIATICFLMQIAILVTTVTLHFKQYECDSPANNQVMPCEPIIIERNITEIVYLTNTTIEKEICPKLVEYRNWSKPQCKITGFAPFSKDNSIRLSAGGDIWVTREPYVSCDPGKCYQFALGQGTTLDNKHSNDTIHDRTPHRTLLMNELGVPFHLGTRQVCIAWSSSSCHDGKAWLHVCVTGYDKNATASFIYDGRLVDSIGSWSQNILRTQESECVCINGTCTVVMTDGSASGRADTKILFIEEGKIVHISPLSGSAQHVEECSCYPRYPGVRCICRDNWKGSNRPVVDINVKDYSIDSSYVCSGLVGDTPRNNDRSSNSYCRNPNNEKGNHGVKGWAFDDGNDVWMGRTISEDSRSGYETFKVIGGWSTPNSKLQINRQVIVDSDNRSGYSGIFSVEGKSCINRCFYVELIRGREQETRVWWTSNSIVVFCGTSGTYGTGSWPDGADINLMPI. The pIC50 is 6.3. (4) The compound is COc1cc(C(C)C)c(Oc2cnc(NC(CO)CO)nc2N)cc1I. The target protein (Q93086) has sequence MGQAGCKGLCLSLFDYKTEKYVIAKNKKVGLLYRLLQASILAYLVVWVFLIKKGYQDVDTSLQSAVITKVKGVAFTNTSDLGQRIWDVADYVIPAQGENVFFVVTNLIVTPNQRQNVCAENEGIPDGACSKDSDCHAGEAVTAGNGVKTGRCLRRENLARGTCEIFAWCPLETSSRPEEPFLKEAEDFTIFIKNHIRFPKFNFSKSNVMDVKDRSFLKSCHFGPKNHYCPIFRLGSVIRWAGSDFQDIALEGGVIGINIEWNCDLDKAASECHPHYSFSRLDNKLSKSVSSGYNFRFARYYRDAAGVEFRTLMKAYGIRFDVMVNGKGAFFCDLVLIYLIKKREFYRDKKYEEVRGLEDSSQEAEDEASGLGLSEQLTSGPGLLGMPEQQELQEPPEAKRGSSSQKGNGSVCPQLLEPHRST. The pIC50 is 5.0.